This data is from Reaction yield outcomes from USPTO patents with 853,638 reactions. The task is: Predict the reaction yield, written as a fraction of the theoretical maximum amount of product (1.0 means a 100% yield; for example, 0.34 means a 34% yield). (1) The catalyst is O. The reactants are [OH:1][C:2]1[CH:7]=[CH:6][C:5]([N+:8]([O-:10])=[O:9])=[CH:4][N:3]=1.[Br:11]Br. The product is [Br:11][C:7]1[C:2]([OH:1])=[N:3][CH:4]=[C:5]([N+:8]([O-:10])=[O:9])[CH:6]=1. The yield is 0.900. (2) The reactants are [CH3:1][O:2][C:3](=[O:12])[C:4]1[CH:9]=[CH:8][C:7](Br)=[CH:6][C:5]=1[CH3:11].[CH3:13][N:14](C)C=O. The catalyst is C1(C)C=CC=CC=1.[C-]#N.[Zn+2].[C-]#N.C1C=CC([P]([Pd]([P](C2C=CC=CC=2)(C2C=CC=CC=2)C2C=CC=CC=2)([P](C2C=CC=CC=2)(C2C=CC=CC=2)C2C=CC=CC=2)[P](C2C=CC=CC=2)(C2C=CC=CC=2)C2C=CC=CC=2)(C2C=CC=CC=2)C2C=CC=CC=2)=CC=1. The product is [CH3:1][O:2][C:3](=[O:12])[C:4]1[CH:9]=[CH:8][C:7]([C:13]#[N:14])=[CH:6][C:5]=1[CH3:11]. The yield is 0.890. (3) The reactants are Cl.[F:2][C:3]1[CH:31]=[C:30]([N+:32]([O-])=O)[CH:29]=[CH:28][C:4]=1[O:5][C:6]1[C:15]2[C:10](=[CH:11][C:12]([O:18][CH2:19][CH2:20][CH2:21][N:22]3[CH2:26][CH2:25][CH2:24][CH2:23]3)=[C:13]([O:16][CH3:17])[CH:14]=2)[NH:9][C:8](=O)[CH:7]=1. The catalyst is C(O)C. The product is [F:2][C:3]1[CH:31]=[C:30]([CH:29]=[CH:28][C:4]=1[O:5][C:6]1[C:15]2[C:10](=[CH:11][C:12]([O:18][CH2:19][CH2:20][CH2:21][N:22]3[CH2:23][CH2:24][CH2:25][CH2:26]3)=[C:13]([O:16][CH3:17])[CH:14]=2)[N:9]=[CH:8][CH:7]=1)[NH2:32]. The yield is 0.951. (4) The reactants are [I:1][C:2]1[CH:3]=[C:4]([C:12]2[N:16]=[C:15]([C:17]3[CH:22]=[CH:21][C:20]([O:23][CH2:24][CH2:25][CH3:26])=[C:19]([N+:27]([O-:29])=[O:28])[CH:18]=3)[O:14][N:13]=2)[CH:5]=[CH:6][C:7]=1[O:8]C(C)C.ClC1C=C(C2ON=C(C3C=CC(OC(C)C)=C(I)C=3)N=2)C=CC=1OCCC. No catalyst specified. The product is [I:1][C:2]1[CH:3]=[C:4]([C:12]2[N:16]=[C:15]([C:17]3[CH:22]=[CH:21][C:20]([O:23][CH2:24][CH2:25][CH3:26])=[C:19]([N+:27]([O-:29])=[O:28])[CH:18]=3)[O:14][N:13]=2)[CH:5]=[CH:6][C:7]=1[OH:8]. The yield is 0.770.